Dataset: Full USPTO retrosynthesis dataset with 1.9M reactions from patents (1976-2016). Task: Predict the reactants needed to synthesize the given product. (1) Given the product [CH3:25][N:26]1[CH2:31][CH2:30][N:29]([CH2:32][CH2:33][C:34]2[CH:35]=[CH:36][C:37]([NH:40][C:7]([C:6]3[C:2]([NH2:1])=[N:3][N:4]([C:10]4[N:15]=[C:14]([C:16]5[CH:17]=[CH:18][C:19]([N:22]([CH3:23])[CH3:24])=[CH:20][CH:21]=5)[CH:13]=[CH:12][N:11]=4)[CH:5]=3)=[O:9])=[CH:38][CH:39]=2)[CH2:28][CH2:27]1, predict the reactants needed to synthesize it. The reactants are: [NH2:1][C:2]1[C:6]([C:7]([OH:9])=O)=[CH:5][N:4]([C:10]2[N:15]=[C:14]([C:16]3[CH:21]=[CH:20][C:19]([N:22]([CH3:24])[CH3:23])=[CH:18][CH:17]=3)[CH:13]=[CH:12][N:11]=2)[N:3]=1.[CH3:25][N:26]1[CH2:31][CH2:30][N:29]([CH2:32][CH2:33][C:34]2[CH:39]=[CH:38][C:37]([NH2:40])=[CH:36][CH:35]=2)[CH2:28][CH2:27]1.CN(C(ON1N=NC2C=CC=CC1=2)=[N+](C)C)C.F[P-](F)(F)(F)(F)F. (2) Given the product [CH2:17]([O:16][C:13](=[O:15])[CH2:14][C:4]([C:5]1[CH:10]=[CH:9][N:8]=[C:7]([Cl:11])[CH:6]=1)=[O:12])[CH3:18], predict the reactants needed to synthesize it. The reactants are: C(O[C:4](=[O:12])[C:5]1[CH:10]=[CH:9][N:8]=[C:7]([Cl:11])[CH:6]=1)C.[C:13]([O:16][CH2:17][CH3:18])(=[O:15])[CH3:14]. (3) Given the product [CH3:8][CH:9]1[NH:16][CH2:15][C:12]2([CH2:14][CH2:13]2)[NH:11][C:10]1=[O:24], predict the reactants needed to synthesize it. The reactants are: FC(F)(F)C(O)=O.[CH3:8][CH:9]1[N:16](C(OC(C)(C)C)=O)[CH2:15][C:12]2([CH2:14][CH2:13]2)[NH:11][C:10]1=[O:24]. (4) Given the product [CH3:26][O:27][C:28](=[O:37])[C:29]1[CH:34]=[CH:33][C:32]([O:15][CH2:14][CH:13]([N:12]2[C:11]3[CH:22]=[CH:23][CH:24]=[CH:25][C:10]=3[N:9]=[C:8]2[C:5]2[CH:6]=[CH:7][C:2]([Cl:1])=[CH:3][CH:4]=2)[CH:16]2[CH2:21][CH2:20][CH2:19][CH2:18][CH2:17]2)=[C:31]([F:35])[CH:30]=1, predict the reactants needed to synthesize it. The reactants are: [Cl:1][C:2]1[CH:7]=[CH:6][C:5]([C:8]2[N:12]([CH:13]([CH:16]3[CH2:21][CH2:20][CH2:19][CH2:18][CH2:17]3)[CH2:14][OH:15])[C:11]3[CH:22]=[CH:23][CH:24]=[CH:25][C:10]=3[N:9]=2)=[CH:4][CH:3]=1.[CH3:26][O:27][C:28](=[O:37])[C:29]1[CH:34]=[CH:33][CH:32]=[C:31]([F:35])[C:30]=1O.N(C(OC(C)(C)C)=O)=NC(OC(C)(C)C)=O. (5) Given the product [CH2:16]([NH:15][C:14]([C:12]1[S:11][CH:10]=[C:9]([O:8][CH2:7][C:6]([OH:25])=[O:5])[CH:13]=1)=[O:24])[CH2:17][CH2:18][CH2:19][CH2:20][CH2:21][CH2:22][CH3:23], predict the reactants needed to synthesize it. The reactants are: C([O:5][C:6](=[O:25])[CH2:7][O:8][C:9]1[CH:13]=[C:12]([C:14](=[O:24])[NH:15][CH2:16][CH2:17][CH2:18][CH2:19][CH2:20][CH2:21][CH2:22][CH3:23])[S:11][CH:10]=1)(C)(C)C.C(O)(C(F)(F)F)=O. (6) Given the product [NH2:12][C:13]1[N:18]=[CH:17][N:16]=[C:15]2[N:19]([C@@H:36]3[CH2:41][CH2:40][CH2:39][N:38]([C:42]([C:43](=[CH:3][C:2]([CH3:1])([N:6]([CH3:11])[CH:7]4[CH2:10][O:9][CH2:8]4)[CH3:5])[C:44]#[N:45])=[O:46])[CH2:37]3)[N:20]=[C:21]([C:22]3[CH:27]=[CH:26][C:25]([O:28][C:29]4[CH:30]=[CH:31][CH:32]=[CH:33][CH:34]=4)=[CH:24][C:23]=3[F:35])[C:14]=12, predict the reactants needed to synthesize it. The reactants are: [CH3:1][C:2]([N:6]([CH3:11])[CH:7]1[CH2:10][O:9][CH2:8]1)([CH3:5])[CH:3]=O.[NH2:12][C:13]1[N:18]=[CH:17][N:16]=[C:15]2[N:19]([C@@H:36]3[CH2:41][CH2:40][CH2:39][N:38]([C:42](=[O:46])[CH2:43][C:44]#[N:45])[CH2:37]3)[N:20]=[C:21]([C:22]3[CH:27]=[CH:26][C:25]([O:28][C:29]4[CH:34]=[CH:33][CH:32]=[CH:31][CH:30]=4)=[CH:24][C:23]=3[F:35])[C:14]=12.N1CCCC1.[Si](Cl)(C)(C)C.